The task is: Predict which catalyst facilitates the given reaction.. This data is from Catalyst prediction with 721,799 reactions and 888 catalyst types from USPTO. (1) Product: [F:20][C:19]([F:21])([F:22])[C:14]1[CH:15]=[CH:16][CH:17]=[CH:18][C:13]=1[C:9]1[CH:10]=[CH:11][CH:12]=[C:7]([C:5]2[CH:4]=[CH:3][N:24]([C:26]3[CH:31]=[CH:30][CH:29]=[CH:28][N:27]=3)[N:25]=2)[CH:8]=1. Reactant: CN(C)[CH:3]=[CH:4][C:5]([C:7]1[CH:8]=[C:9]([C:13]2[CH:18]=[CH:17][CH:16]=[CH:15][C:14]=2[C:19]([F:22])([F:21])[F:20])[CH:10]=[CH:11][CH:12]=1)=O.[NH:24]([C:26]1[CH:31]=[CH:30][CH:29]=[CH:28][N:27]=1)[NH2:25]. The catalyst class is: 653. (2) Reactant: [F:1][C:2]([F:19])([F:18])[C:3]1[CH:8]=[CH:7][CH:6]=[CH:5][C:4]=1[CH:9]([CH2:14][C:15]([OH:17])=[O:16])[CH2:10][C:11](O)=[O:12]. Product: [F:1][C:2]([F:19])([F:18])[C:3]1[CH:8]=[CH:7][CH:6]=[CH:5][C:4]=1[CH:9]1[CH2:14][C:15](=[O:17])[O:16][C:11](=[O:12])[CH2:10]1. The catalyst class is: 152. (3) Reactant: Cl.[S:2]1[CH:6]=[CH:5][C:4]2[C:7]([N:11]3[CH2:16][CH2:15][NH:14][CH2:13][CH2:12]3)=[CH:8][CH:9]=[CH:10][C:3]1=2.C(=O)([O-])[O-].[K+].[K+].[C:23]([O:26][CH2:27][CH2:28][CH2:29][CH2:30]Br)(=[O:25])[CH3:24].O. Product: [C:23]([O:26][CH2:27][CH2:28][CH2:29][CH2:30][N:14]1[CH2:15][CH2:16][N:11]([C:7]2[C:4]3[CH:5]=[CH:6][S:2][C:3]=3[CH:10]=[CH:9][CH:8]=2)[CH2:12][CH2:13]1)(=[O:25])[CH3:24]. The catalyst class is: 9. (4) Reactant: [CH3:1][C:2]1[CH:16]=[CH:15][C:5]([O:6][C:7]2[CH:8]=[C:9]([CH:12]=[CH:13][CH:14]=2)[C:10]#[N:11])=[CH:4][CH:3]=1.[H-].[Al+3].[Li+].[H-].[H-].[H-].O.[OH-].[Na+]. Product: [CH3:1][C:2]1[CH:16]=[CH:15][C:5]([O:6][C:7]2[CH:8]=[C:9]([CH:12]=[CH:13][CH:14]=2)[CH2:10][NH2:11])=[CH:4][CH:3]=1. The catalyst class is: 1. (5) Reactant: Cl[C:2]1[CH:7]=[C:6]([Cl:8])[N:5]=[CH:4][N:3]=1.[NH:9]1[CH2:14][CH2:13][CH:12]([C:15]2[CH:20]=[CH:19][C:18]([C@@H:21]([NH:23][C:24](=[O:26])[CH3:25])[CH3:22])=[CH:17][CH:16]=2)[CH2:11][CH2:10]1.O. Product: [Cl:8][C:6]1[N:5]=[CH:4][N:3]=[C:2]([N:9]2[CH2:14][CH2:13][CH:12]([C:15]3[CH:20]=[CH:19][C:18]([C@@H:21]([NH:23][C:24](=[O:26])[CH3:25])[CH3:22])=[CH:17][CH:16]=3)[CH2:11][CH2:10]2)[CH:7]=1. The catalyst class is: 1. (6) Reactant: C(OC(=O)[NH:7][C:8]1[CH:13]=[C:12]([CH3:14])[C:11]([Cl:15])=[CH:10][C:9]=1[NH:16][C:17](=[O:36])[CH2:18][C:19]([C:21]1[CH:26]=[CH:25][CH:24]=[C:23]([C:27]2[CH:28]=[N:29][C:30]([CH:33]([CH3:35])[CH3:34])=[CH:31][CH:32]=2)[CH:22]=1)=O)(C)(C)C.C(O)(C(F)(F)F)=O. Product: [Cl:15][C:11]1[C:12]([CH3:14])=[CH:13][C:8]2[N:7]=[C:19]([C:21]3[CH:26]=[CH:25][CH:24]=[C:23]([C:27]4[CH:28]=[N:29][C:30]([CH:33]([CH3:35])[CH3:34])=[CH:31][CH:32]=4)[CH:22]=3)[CH2:18][C:17](=[O:36])[NH:16][C:9]=2[CH:10]=1. The catalyst class is: 2. (7) Reactant: [Cl:1][C:2]1[CH:7]=[CH:6][C:5]([NH:8][C:9]2[S:10][C:11]([CH3:16])=[CH:12][C:13]=2[C:14]#[N:15])=[C:4]([N+:17]([O-])=O)[CH:3]=1.Cl.[Sn](Cl)Cl.[Sn]. Product: [ClH:1].[Cl:1][C:2]1[CH:7]=[CH:6][C:5]2[NH:8][C:9]3[S:10][C:11]([CH3:16])=[CH:12][C:13]=3[C:14]([NH2:15])=[N:17][C:4]=2[CH:3]=1. The catalyst class is: 14. (8) Reactant: [CH2:1]([O:8][C:9]([N:11]1[CH2:14][CH:13]([C:15]([OH:17])=O)[CH2:12]1)=[O:10])[C:2]1[CH:7]=[CH:6][CH:5]=[CH:4][CH:3]=1.C(Cl)(=O)C([Cl:21])=O. Product: [Cl:21][C:15]([CH:13]1[CH2:14][N:11]([C:9]([O:8][CH2:1][C:2]2[CH:7]=[CH:6][CH:5]=[CH:4][CH:3]=2)=[O:10])[CH2:12]1)=[O:17]. The catalyst class is: 120. (9) Reactant: [S:1]1[CH:5]=[C:4]([C:6]([NH2:8])=[NH:7])[N:3]=[CH:2]1.[Cl:9][C:10]1[CH:17]=[C:16]([F:18])[CH:15]=[CH:14][C:11]=1[CH:12]=O.[C:19]([O:25][CH2:26][CH3:27])(=[O:24])[CH2:20][C:21]([CH3:23])=O.C([O-])(=O)C.[Na+]. Product: [S:1]1[CH:5]=[C:4]([C:6]2[NH:8][C:21]([CH3:23])=[C:20]([C:19]([O:25][CH2:26][CH3:27])=[O:24])[CH:12]([C:11]3[CH:14]=[CH:15][C:16]([F:18])=[CH:17][C:10]=3[Cl:9])[N:7]=2)[N:3]=[CH:2]1. The catalyst class is: 8.